This data is from Catalyst prediction with 721,799 reactions and 888 catalyst types from USPTO. The task is: Predict which catalyst facilitates the given reaction. Reactant: [F:1][C:2]1[CH:3]=[C:4]([CH:7]=[C:8](F)[CH:9]=1)[C:5]#[N:6].[CH3:11][O-:12].[Na+]. Product: [F:1][C:2]1[CH:3]=[C:4]([CH:7]=[C:8]([O:12][CH3:11])[CH:9]=1)[C:5]#[N:6]. The catalyst class is: 9.